This data is from Forward reaction prediction with 1.9M reactions from USPTO patents (1976-2016). The task is: Predict the product of the given reaction. (1) Given the reactants [NH2:1][C:2]1[CH:7]=[CH:6][C:5]([N:8]2[CH2:12][CH:11]3[CH2:13][C:14]4([CH2:19][CH:10]3[CH2:9]2)[O:18][CH2:17][CH2:16][O:15]4)=[C:4]([F:20])[CH:3]=1.C(=O)([O-])[O-].[Na+].[Na+].Cl[C:28]([O:30][CH2:31][C:32]1[CH:37]=[CH:36][CH:35]=[CH:34][CH:33]=1)=[O:29], predict the reaction product. The product is: [CH2:31]([O:30][C:28]([NH:1][C:2]1[CH:7]=[CH:6][C:5]([N:8]2[CH2:9][CH:10]3[CH2:19][C:14]4([CH2:13][CH:11]3[CH2:12]2)[O:15][CH2:16][CH2:17][O:18]4)=[C:4]([F:20])[CH:3]=1)=[O:29])[C:32]1[CH:37]=[CH:36][CH:35]=[CH:34][CH:33]=1. (2) The product is: [CH3:1][O:2][C:3](=[O:17])[CH2:4][CH2:5][CH2:6][CH2:7][CH2:8][S:9][C:10]1[CH:15]=[CH:14][C:13]([N:21]([CH3:20])[CH3:18])=[CH:12][CH:11]=1. Given the reactants [CH3:1][O:2][C:3](=[O:17])[CH2:4][CH2:5][CH2:6][CH2:7][CH2:8][S:9][C:10]1[CH:15]=[CH:14][C:13](N)=[CH:12][CH:11]=1.[CH2:18]=O.[C:20]([BH3-])#[N:21].[Na+], predict the reaction product. (3) Given the reactants [Cl:1][C:2]1[C:9]([F:10])=[CH:8][CH:7]=[C:6]([O:11][CH3:12])[C:3]=1[CH:4]=[O:5].[Br:13][C:14]1[CH:15]=[C:16]2[C:20](=[N:21][CH:22]=1)[NH:19][CH:18]=[CH:17]2.[OH-].[K+], predict the reaction product. The product is: [Br:13][C:14]1[CH:15]=[C:16]2[C:17]([CH:4]([C:3]3[C:6]([O:11][CH3:12])=[CH:7][CH:8]=[C:9]([F:10])[C:2]=3[Cl:1])[OH:5])=[CH:18][NH:19][C:20]2=[N:21][CH:22]=1.